Dataset: Catalyst prediction with 721,799 reactions and 888 catalyst types from USPTO. Task: Predict which catalyst facilitates the given reaction. Reactant: [H-].[Na+].[NH2:3][CH:4]([CH:7]([CH3:9])[CH3:8])[CH2:5]O.[N+:10]([C:13]1[CH:18]=[CH:17][CH:16]=[CH:15][C:14]=1[S:19](Cl)(=[O:21])=[O:20])([O-:12])=[O:11].[NH4+]. Product: [CH:7]([CH:4]1[CH2:5][N:3]1[S:19]([C:14]1[CH:15]=[CH:16][CH:17]=[CH:18][C:13]=1[N+:10]([O-:12])=[O:11])(=[O:20])=[O:21])([CH3:9])[CH3:8]. The catalyst class is: 1.